From a dataset of Full USPTO retrosynthesis dataset with 1.9M reactions from patents (1976-2016). Predict the reactants needed to synthesize the given product. (1) Given the product [Cl:18][C:13]1[CH:14]=[CH:15][CH:16]=[CH:17][C:12]=1[CH:10]([OH:11])[CH2:9][C:4]1[NH:3][CH:7]=[CH:6][N:5]=1, predict the reactants needed to synthesize it. The reactants are: [H-].[Na+].[NH:3]1[CH:7]=[CH:6][N:5]=[CH:4]1.Br[CH2:9][CH:10]([C:12]1[CH:17]=[CH:16][CH:15]=[CH:14][C:13]=1[Cl:18])[OH:11]. (2) Given the product [F:1][C:2]1[C:8]([F:9])=[CH:7][CH:6]=[CH:5][C:3]=1[NH:4][C:10](=[O:19])/[CH:11]=[CH:12]/[C:13]1[CH:18]=[CH:17][CH:16]=[CH:15][CH:14]=1, predict the reactants needed to synthesize it. The reactants are: [F:1][C:2]1[C:8]([F:9])=[CH:7][CH:6]=[CH:5][C:3]=1[NH2:4].[C:10](Cl)(=[O:19])[CH:11]=[CH:12][C:13]1[CH:18]=[CH:17][CH:16]=[CH:15][CH:14]=1.N1C(C)=CC=CC=1C.BrC1C=C(NC(=O)/C=C/C2C=CC=CC=2)C=CC=1. (3) Given the product [Cl:1][C:2]1[CH:7]=[C:6]([Cl:8])[C:5]([N+:9]([O-:11])=[O:10])=[CH:4][C:3]=1[CH2:12][O:15][CH3:14], predict the reactants needed to synthesize it. The reactants are: [Cl:1][C:2]1[CH:7]=[C:6]([Cl:8])[C:5]([N+:9]([O-:11])=[O:10])=[CH:4][C:3]=1[CH2:12]Cl.[CH3:14][O-:15].[Na+]. (4) The reactants are: [S:1]1[C:5]([CH:6]=O)=[CH:4][C:3]2[CH:8]=[CH:9][CH:10]=[CH:11][C:2]1=2.[CH3:12][O:13][C:14]1[CH:15]=[C:16]([CH2:24][C:25]#[N:26])[CH:17]=[C:18]([O:22][CH3:23])[C:19]=1[O:20][CH3:21].C[O-].[Na+]. Given the product [S:1]1[C:5](/[CH:6]=[C:24](/[C:16]2[CH:17]=[C:18]([O:22][CH3:23])[C:19]([O:20][CH3:21])=[C:14]([O:13][CH3:12])[CH:15]=2)\[C:25]#[N:26])=[CH:4][C:3]2[CH:8]=[CH:9][CH:10]=[CH:11][C:2]1=2, predict the reactants needed to synthesize it. (5) Given the product [Br:12][C:13]1[CH:18]=[CH:17][C:16]([C:19](=[O:21])[CH3:20])=[CH:15][C:14]=1[CH3:22], predict the reactants needed to synthesize it. The reactants are: [Cr](Cl)([O-])(=O)=O.[NH+]1C=CC=CC=1.[Br:12][C:13]1[CH:18]=[CH:17][C:16]([CH:19]([OH:21])[CH3:20])=[CH:15][C:14]=1[CH3:22].